Dataset: Forward reaction prediction with 1.9M reactions from USPTO patents (1976-2016). Task: Predict the product of the given reaction. (1) Given the reactants C(Cl)(=O)C(Cl)=O.CS(C)=O.[Cl:11][C:12]1[C:19]([CH3:20])=[C:18]([N:21]2[CH2:25][C@:24]3([CH3:30])[C@H:26]([OH:29])[CH2:27][CH2:28][N:23]3[C:22]2=[O:31])[CH:17]=[CH:16][C:13]=1[C:14]#[N:15].C(N(CC)CC)C, predict the reaction product. The product is: [Cl:11][C:12]1[C:19]([CH3:20])=[C:18]([N:21]2[CH2:25][C@:24]3([CH3:30])[C:26](=[O:29])[CH2:27][CH2:28][N:23]3[C:22]2=[O:31])[CH:17]=[CH:16][C:13]=1[C:14]#[N:15]. (2) Given the reactants [F:1][C:2]([F:13])([C:6]1[CH:11]=[CH:10][C:9]([F:12])=[CH:8][CH:7]=1)[C:3]([OH:5])=O.CN(C(ON1N=NC2C=CC=NC1=2)=[N+](C)C)C.F[P-](F)(F)(F)(F)F.[NH2:38][N:39]1[CH:43]=[C:42]([N+:44]([O-:46])=[O:45])[CH:41]=[C:40]1[C:47]([NH2:49])=[O:48].CCN(C(C)C)C(C)C, predict the reaction product. The product is: [F:13][C:2]([F:1])([C:6]1[CH:11]=[CH:10][C:9]([F:12])=[CH:8][CH:7]=1)[C:3]([NH:38][N:39]1[CH:43]=[C:42]([N+:44]([O-:46])=[O:45])[CH:41]=[C:40]1[C:47]([NH2:49])=[O:48])=[O:5]. (3) Given the reactants [NH2:1][C:2]1[S:3][C:4]2[C:9]([NH:10][C@H:11]([CH3:14])[CH2:12][OH:13])=[N:8][C:7]([SH:15])=[N:6][C:5]=2[N:16]=1.[Cl:17][C:18]1[S:22][N:21]=[N:20][C:19]=1[CH2:23]Cl, predict the reaction product. The product is: [NH2:1][C:2]1[S:3][C:4]2[C:9]([NH:10][C@H:11]([CH3:14])[CH2:12][OH:13])=[N:8][C:7]([S:15][CH2:23][C:19]3[N:20]=[N:21][S:22][C:18]=3[Cl:17])=[N:6][C:5]=2[N:16]=1. (4) Given the reactants [F:1][C:2]1[CH:3]=[C:4]([CH:11]=[CH:12][C:13]=1[O:14][C:15]([F:18])([F:17])[F:16])[C:5](N(OC)C)=[O:6].[H-].C([Al+]CC(C)C)C(C)C.C1(C)C=CC=CC=1.[Cl-].[NH4+].Cl, predict the reaction product. The product is: [F:1][C:2]1[CH:3]=[C:4]([CH:11]=[CH:12][C:13]=1[O:14][C:15]([F:16])([F:17])[F:18])[CH:5]=[O:6].